From a dataset of Full USPTO retrosynthesis dataset with 1.9M reactions from patents (1976-2016). Predict the reactants needed to synthesize the given product. (1) Given the product [NH2:1][C:2]1[C:7]([F:8])=[CH:6][N:5]([CH:9]2[CH2:13][CH2:12][CH:11]([O:14][C:23](=[O:24])[C:22]3[CH:21]=[CH:20][C:19]([N+:16]([O-:18])=[O:17])=[CH:27][CH:26]=3)[CH2:10]2)[C:4](=[O:15])[N:3]=1, predict the reactants needed to synthesize it. The reactants are: [NH2:1][C:2]1[C:7]([F:8])=[CH:6][N:5]([CH:9]2[CH2:13][CH2:12][CH:11]([OH:14])[CH2:10]2)[C:4](=[O:15])[N:3]=1.[N+:16]([C:19]1[CH:27]=[CH:26][C:22]([C:23](O)=[O:24])=[CH:21][CH:20]=1)([O-:18])=[O:17]. (2) Given the product [NH2:22][C:5]1[CH:4]=[C:3]([F:25])[C:2]([Cl:1])=[CH:7][C:6]=1[NH:8][CH:9]1[CH2:14][CH2:13][N:12]([C:15]([O:17][C:18]([CH3:21])([CH3:20])[CH3:19])=[O:16])[CH2:11][CH2:10]1, predict the reactants needed to synthesize it. The reactants are: [Cl:1][C:2]1[C:3]([F:25])=[CH:4][C:5]([N+:22]([O-])=O)=[C:6]([NH:8][CH:9]2[CH2:14][CH2:13][N:12]([C:15]([O:17][C:18]([CH3:21])([CH3:20])[CH3:19])=[O:16])[CH2:11][CH2:10]2)[CH:7]=1.O.NN. (3) Given the product [I:1][C:2]1[C:10]2[C:5](=[N:6][CH:7]=[N:8][C:9]=2[NH:11][C:36](=[O:37])[O:35][C:32]([CH3:34])([CH3:33])[CH3:31])[N:4]([C:12]2[CH:13]=[CH:14][C:15]([N+:18]([O-:20])=[O:19])=[CH:16][CH:17]=2)[N:3]=1, predict the reactants needed to synthesize it. The reactants are: [I:1][C:2]1[C:10]2[C:5](=[N:6][CH:7]=[N:8][C:9]=2[NH2:11])[N:4]([C:12]2[CH:17]=[CH:16][C:15]([N+:18]([O-:20])=[O:19])=[CH:14][CH:13]=2)[N:3]=1.[Li+].C[Si]([N-][Si](C)(C)C)(C)C.[CH3:31][C:32]([O:35][C:36](O[C:36]([O:35][C:32]([CH3:34])([CH3:33])[CH3:31])=[O:37])=[O:37])([CH3:34])[CH3:33].O. (4) Given the product [CH2:11]([O:18][CH2:19][C@@H:20]1[CH2:24][CH2:23][CH2:22][N:21]1[S:25]([C:28]1[CH:29]=[C:30]2[C:34](=[CH:35][CH:36]=1)[N:33]([CH2:44][C:45]([CH3:49])([CH3:48])[C:46]#[N:47])[C:32](=[O:37])[C:31]12[O:38][CH2:39][CH2:40][CH2:41][O:42]1)(=[O:26])=[O:27])[C:12]1[CH:17]=[CH:16][CH:15]=[CH:14][CH:13]=1, predict the reactants needed to synthesize it. The reactants are: CC(C)([O-])C.[K+].CS(C)=O.[CH2:11]([O:18][CH2:19][C@@H:20]1[CH2:24][CH2:23][CH2:22][N:21]1[S:25]([C:28]1[CH:29]=[C:30]2[C:34](=[CH:35][CH:36]=1)[NH:33][C:32](=[O:37])[C:31]12[O:42][CH2:41][CH2:40][CH2:39][O:38]1)(=[O:27])=[O:26])[C:12]1[CH:17]=[CH:16][CH:15]=[CH:14][CH:13]=1.Cl[CH2:44][C:45]([CH3:49])([CH3:48])[C:46]#[N:47]. (5) Given the product [C:23]([N:8]1[CH2:9][CH2:10][C:11]2[C:3]([C:1]#[N:2])=[C:4]([NH:12][C:13](=[O:22])[C:14]3[CH:19]=[CH:18][CH:17]=[C:16]([O:20][CH3:21])[CH:15]=3)[S:5][C:6]=2[CH2:7]1)(=[O:27])[CH2:24][CH2:25][CH3:26], predict the reactants needed to synthesize it. The reactants are: [C:1]([C:3]1[C:11]2[CH2:10][CH2:9][NH:8][CH2:7][C:6]=2[S:5][C:4]=1[NH:12][C:13](=[O:22])[C:14]1[CH:19]=[CH:18][CH:17]=[C:16]([O:20][CH3:21])[CH:15]=1)#[N:2].[C:23](Cl)(=[O:27])[CH2:24][CH2:25][CH3:26].